Dataset: Peptide-MHC class II binding affinity with 134,281 pairs from IEDB. Task: Regression. Given a peptide amino acid sequence and an MHC pseudo amino acid sequence, predict their binding affinity value. This is MHC class II binding data. (1) The peptide sequence is DNSFVSAISQTEVKE. The MHC is HLA-DQA10102-DQB10501 with pseudo-sequence HLA-DQA10102-DQB10501. The binding affinity (normalized) is 0.543. (2) The peptide sequence is FYADDTAGWDTRITE. The MHC is DRB1_1301 with pseudo-sequence DRB1_1301. The binding affinity (normalized) is 0.250. (3) The peptide sequence is VNKYLKVVFIPNYNV. The MHC is DRB1_0701 with pseudo-sequence DRB1_0701. The binding affinity (normalized) is 0.658. (4) The binding affinity (normalized) is 0.198. The peptide sequence is HEALNIALIAVSIIS. The MHC is H-2-IAb with pseudo-sequence H-2-IAb. (5) The peptide sequence is PLYRYLGGSFSHVL. The MHC is HLA-DPA10201-DPB10501 with pseudo-sequence HLA-DPA10201-DPB10501. The binding affinity (normalized) is 0.168. (6) The peptide sequence is CGKYLFNWAVRTKLKLT. The MHC is DRB1_1101 with pseudo-sequence DRB1_1101. The binding affinity (normalized) is 0. (7) The MHC is HLA-DQA10201-DQB10202 with pseudo-sequence HLA-DQA10201-DQB10202. The binding affinity (normalized) is 0.286. The peptide sequence is ASAAIFGHDGTVWAQ. (8) The peptide sequence is GRKNGSFIIDGKSRK. The MHC is HLA-DQA10201-DQB10402 with pseudo-sequence HLA-DQA10201-DQB10402. The binding affinity (normalized) is 0.255. (9) The peptide sequence is MTEQQWNFAGIEAAA. The MHC is DRB1_1501 with pseudo-sequence DRB1_1501. The binding affinity (normalized) is 0.180. (10) The peptide sequence is LCSDKQPCNGVTMND. The MHC is DRB3_0101 with pseudo-sequence DRB3_0101. The binding affinity (normalized) is 0.0175.